From a dataset of Forward reaction prediction with 1.9M reactions from USPTO patents (1976-2016). Predict the product of the given reaction. (1) Given the reactants C[N:2]1[C:7]([CH3:8])=[C:6]([N+:9]([O-:11])=[O:10])[CH:5]=[C:4]([N+]([O-])=O)[C:3]1=O.[C:16]([O:20][C:21](=[O:30])[NH:22][CH:23]1[CH2:28]CC(=O)[CH2:25][CH2:24]1)([CH3:19])([CH3:18])[CH3:17].N, predict the reaction product. The product is: [CH3:8][C:7]1[C:6]([N+:9]([O-:11])=[O:10])=[CH:5][C:4]2[CH2:28][CH:23]([NH:22][C:21](=[O:30])[O:20][C:16]([CH3:17])([CH3:19])[CH3:18])[CH2:24][CH2:25][C:3]=2[N:2]=1. (2) The product is: [Si:18]([O:1][C:2]1[CH:3]=[CH:4][C:5]2[O:9][C:8](=[O:10])[NH:7][C:6]=2[CH:11]=1)([C:21]([CH3:24])([CH3:23])[CH3:22])([CH3:20])[CH3:19]. Given the reactants [OH:1][C:2]1[CH:3]=[CH:4][C:5]2[O:9][C:8](=[O:10])[NH:7][C:6]=2[CH:11]=1.N1C=CN=C1.Cl[Si:18]([C:21]([CH3:24])([CH3:23])[CH3:22])([CH3:20])[CH3:19], predict the reaction product. (3) Given the reactants [CH3:1][O:2][C:3](=[O:16])[C:4](=O)[CH:5](Cl)[C:6]1[CH:11]=[CH:10][C:9]([CH2:12][CH3:13])=[CH:8][CH:7]=1.[C:17]([NH2:20])(=[S:19])[CH3:18], predict the reaction product. The product is: [CH3:1][O:2][C:3]([C:4]1[N:20]=[C:17]([CH3:18])[S:19][C:5]=1[C:6]1[CH:11]=[CH:10][C:9]([CH2:12][CH3:13])=[CH:8][CH:7]=1)=[O:16]. (4) Given the reactants Cl[C:2]1[C:11]2[C:6](=[CH:7][CH:8]=[C:9](I)[CH:10]=2)[N:5]=[CH:4][N:3]=1.[NH2:13][C:14]1[CH:19]=[N:18][CH:17]=[CH:16][N:15]=1.[C:20]1([OH:26])[CH:25]=[CH:24][CH:23]=[CH:22][CH:21]=1, predict the reaction product. The product is: [O:26]([C:9]1[CH:10]=[C:11]2[C:6](=[CH:7][CH:8]=1)[N:5]=[CH:4][N:3]=[C:2]2[NH:13][C:14]1[CH:19]=[N:18][CH:17]=[CH:16][N:15]=1)[C:20]1[CH:25]=[CH:24][CH:23]=[CH:22][CH:21]=1.